This data is from Catalyst prediction with 721,799 reactions and 888 catalyst types from USPTO. The task is: Predict which catalyst facilitates the given reaction. (1) Reactant: [CH2:1]([C:3]1[C:11]2S[CH2:9][CH:8]([C:12]3[CH:17]=[CH:16][C:15]([CH:18]([CH3:20])[CH3:19])=[CH:14][CH:13]=3)[C:7]=2[C:6]([CH3:21])=[C:5]([NH:22][C:23](=[O:29])[CH2:24][C:25]([CH3:28])([CH3:27])[CH3:26])[C:4]=1[CH3:30])[CH3:2].C(=O)([O-])O.[Na+].ClC1C=CC=C(C(OO)=O)C=1.[S:47]([O-:51])(O)(=O)=[O:48].[Na+]. Product: [CH2:1]([C:3]1[C:11]2[S:47](=[O:51])(=[O:48])[CH2:9][CH:8]([C:12]3[CH:17]=[CH:16][C:15]([CH:18]([CH3:20])[CH3:19])=[CH:14][CH:13]=3)[C:7]=2[C:6]([CH3:21])=[C:5]([NH:22][C:23](=[O:29])[CH2:24][C:25]([CH3:27])([CH3:26])[CH3:28])[C:4]=1[CH3:30])[CH3:2]. The catalyst class is: 4. (2) Reactant: [OH-].[Na+].C[O:4][C:5](=[O:32])[CH2:6][C@H:7]1[CH2:12][CH2:11][C@H:10]([C:13]2[CH:18]=[CH:17][C:16]([NH:19][C:20](=[O:31])[CH2:21][CH2:22][NH:23][C:24]([O:26][C:27]([CH3:30])([CH3:29])[CH3:28])=[O:25])=[CH:15][CH:14]=2)[CH2:9][CH2:8]1. Product: [C:27]([O:26][C:24]([NH:23][CH2:22][CH2:21][C:20]([NH:19][C:16]1[CH:17]=[CH:18][C:13]([C@H:10]2[CH2:11][CH2:12][C@H:7]([CH2:6][C:5]([OH:32])=[O:4])[CH2:8][CH2:9]2)=[CH:14][CH:15]=1)=[O:31])=[O:25])([CH3:30])([CH3:28])[CH3:29]. The catalyst class is: 87. (3) The catalyst class is: 3. Product: [Cl:19][C:6]1[C:5]2[C:10](=[CH:11][C:2]([Cl:1])=[C:3]([C:13]([F:16])([F:15])[F:14])[CH:4]=2)[N:9]=[CH:8][N:7]=1. Reactant: [Cl:1][C:2]1[CH:11]=[C:10]2[C:5]([C:6](O)=[N:7][CH:8]=[N:9]2)=[CH:4][C:3]=1[C:13]([F:16])([F:15])[F:14].O=S(Cl)[Cl:19]. (4) Reactant: [Cl:1][C:2]1[N:7]=[C:6]([NH:8][CH3:9])[C:5]([NH2:10])=[CH:4][CH:3]=1.[S:11](N)(N)(=[O:13])=[O:12].N1C=CC=CC=1.O. Product: [Cl:1][C:2]1[N:7]=[C:6]2[N:8]([CH3:9])[S:11](=[O:13])(=[O:12])[NH:10][C:5]2=[CH:4][CH:3]=1. The catalyst class is: 25.